Dataset: Catalyst prediction with 721,799 reactions and 888 catalyst types from USPTO. Task: Predict which catalyst facilitates the given reaction. (1) Reactant: [N+:1]([C:4]1[N:5]=[CH:6][NH:7][CH:8]=1)([O-:3])=[O:2].[N+:9]([O-])([OH:11])=[O:10]. Product: [N+:9]([N:7]1[CH:8]=[C:4]([N+:1]([O-:3])=[O:2])[N:5]=[CH:6]1)([O-:11])=[O:10]. The catalyst class is: 15. (2) Reactant: [N:1]1([C:7]([O:9][C:10]([CH3:13])([CH3:12])[CH3:11])=[O:8])[CH2:6][CH2:5][NH:4][CH2:3][CH2:2]1.F[C:15]1[CH:16]=[CH:17][C:18]([N+:23]([O-:25])=[O:24])=[C:19]([O:21][CH3:22])[CH:20]=1.C(N(C(C)C)C(C)C)C. Product: [CH3:22][O:21][C:19]1[CH:20]=[C:15]([N:4]2[CH2:5][CH2:6][N:1]([C:7]([O:9][C:10]([CH3:13])([CH3:12])[CH3:11])=[O:8])[CH2:2][CH2:3]2)[CH:16]=[CH:17][C:18]=1[N+:23]([O-:25])=[O:24]. The catalyst class is: 16. (3) Reactant: CO[C:3]([C:5]1[N:6]=[N:7][N:8]([CH:10]2[CH:17]3[CH:13]([O:14][C:15]([CH3:19])([CH3:18])[O:16]3)[C:12]([CH2:20][O:21][C:22]([C:35]3[CH:40]=[CH:39][CH:38]=[CH:37][CH:36]=3)([C:29]3[CH:34]=[CH:33][CH:32]=[CH:31][CH:30]=3)[C:23]3[CH:28]=[CH:27][CH:26]=[CH:25][CH:24]=3)=[CH:11]2)[CH:9]=1)=[O:4].[NH3:41]. The catalyst class is: 5. Product: [CH3:18][C:15]1([CH3:19])[O:14][CH:13]2[C:12]([CH2:20][O:21][C:22]([C:35]3[CH:36]=[CH:37][CH:38]=[CH:39][CH:40]=3)([C:23]3[CH:28]=[CH:27][CH:26]=[CH:25][CH:24]=3)[C:29]3[CH:30]=[CH:31][CH:32]=[CH:33][CH:34]=3)=[CH:11][CH:10]([N:8]3[CH:9]=[C:5]([C:3]([NH2:41])=[O:4])[N:6]=[N:7]3)[CH:17]2[O:16]1. (4) Reactant: [C:1]([C:3]1[CH:4]=[C:5]([C:13]2[S:14][C:15]([C:18]3[C:19]([CH2:34][CH3:35])=[C:20]([CH2:24][CH2:25][N:26]4[CH2:29]C(C(OC)=O)[CH2:27]4)[CH:21]=[CH:22][CH:23]=3)=[CH:16][N:17]=2)[CH:6]=[CH:7][C:8]=1[O:9][CH:10]([CH3:12])[CH3:11])#[N:2].[OH-:36].[Na+].[CH:38]([OH:41])(C)C. Product: [C:1]([C:3]1[CH:4]=[C:5]([C:13]2[S:14][C:15]([C:18]3[C:19]([CH2:34][CH3:35])=[C:20]([CH2:24][CH2:25][N:26]([CH3:29])[CH2:27][C:38]([OH:41])=[O:36])[CH:21]=[CH:22][CH:23]=3)=[CH:16][N:17]=2)[CH:6]=[CH:7][C:8]=1[O:9][CH:10]([CH3:12])[CH3:11])#[N:2]. The catalyst class is: 6.